This data is from Forward reaction prediction with 1.9M reactions from USPTO patents (1976-2016). The task is: Predict the product of the given reaction. (1) Given the reactants [I:1][C:2]1[CH:7]=[CH:6][C:5]([O:8][C:9]([F:12])([F:11])[F:10])=[CH:4][C:3]=1[NH2:13].[N:14]([O-])=O.[Na+].[H+].[B-:19]([F:23])([F:22])([F:21])[F:20], predict the reaction product. The product is: [F:20][B-:19]([F:23])([F:22])[F:21].[I:1][C:2]1[CH:7]=[CH:6][C:5]([O:8][C:9]([F:11])([F:12])[F:10])=[CH:4][C:3]=1[N+:13]#[N:14]. (2) Given the reactants [CH2:1]([C:3]1[S:7][C:6]([C:8]2[O:12][N:11]=[C:10]([C:13]3[CH:18]=[C:17]([CH3:19])[C:16]([OH:20])=[C:15]([CH3:21])[CH:14]=3)[N:9]=2)=[CH:5][CH:4]=1)[CH3:2].[CH2:22]([CH:24]1[O:26][CH2:25]1)Cl, predict the reaction product. The product is: [CH3:21][C:15]1[CH:14]=[C:13]([C:10]2[N:9]=[C:8]([C:6]3[S:7][C:3]([CH2:1][CH3:2])=[CH:4][CH:5]=3)[O:12][N:11]=2)[CH:18]=[C:17]([CH3:19])[C:16]=1[O:20][CH2:22][CH:24]1[CH2:25][O:26]1.